Dataset: Catalyst prediction with 721,799 reactions and 888 catalyst types from USPTO. Task: Predict which catalyst facilitates the given reaction. Reactant: [Cl:1][C:2]([Cl:4])=[CH2:3].[Br:5][C:6]1[CH:7]=[C:8]([CH3:14])[C:9]([Cl:13])=[C:10](N)[CH:11]=1.[ClH:15]. Product: [Br:5][C:6]1[CH:11]=[C:10]([CH2:3][C:2]([Cl:15])([Cl:4])[Cl:1])[C:9]([Cl:13])=[C:8]([CH3:14])[CH:7]=1. The catalyst class is: 10.